Dataset: Catalyst prediction with 721,799 reactions and 888 catalyst types from USPTO. Task: Predict which catalyst facilitates the given reaction. (1) Reactant: [CH:1]([NH:4][CH2:5][CH2:6][NH2:7])([CH3:3])[CH3:2].[N:8]#[C:9][Br:10]. Product: [BrH:10].[CH:1]([N:4]1[CH2:5][CH2:6][N:7]=[C:9]1[NH2:8])([CH3:3])[CH3:2]. The catalyst class is: 5. (2) Reactant: Cl[C:2]1[CH:15]=[C:14]([CH:16]([CH3:18])[CH3:17])[C:5]([C:6]([NH:8][CH2:9][CH:10]2[CH2:13][CH2:12][CH2:11]2)=[O:7])=[CH:4][N:3]=1.[CH3:19][C:20]1[CH:21]=[C:22]([NH2:26])[CH:23]=[CH:24][CH:25]=1. Product: [CH:10]1([CH2:9][NH:8][C:6](=[O:7])[C:5]2[C:14]([CH:16]([CH3:18])[CH3:17])=[CH:15][C:2]([NH:26][C:22]3[CH:21]=[C:20]([CH3:19])[CH:25]=[CH:24][CH:23]=3)=[N:3][CH:4]=2)[CH2:13][CH2:12][CH2:11]1. The catalyst class is: 4.